This data is from Full USPTO retrosynthesis dataset with 1.9M reactions from patents (1976-2016). The task is: Predict the reactants needed to synthesize the given product. (1) Given the product [NH2:13][C:12]1[CH:11]=[C:10]2[C:5]([CH2:6][CH2:7][C:8](=[O:16])[NH:9]2)=[CH:4][C:3]=1[O:2][CH3:1], predict the reactants needed to synthesize it. The reactants are: [CH3:1][O:2][C:3]1[CH:4]=[C:5]2[C:10](=[CH:11][C:12]=1[N+:13]([O-])=O)[NH:9][C:8](=[O:16])[CH2:7][CH2:6]2.CN(C)C=O.[H][H]. (2) Given the product [OH:14][C:13]1[N:12]([C:15]2[CH:23]=[CH:22][C:18]([C:19]([NH:47][CH:48]3[CH2:49][CH2:50][NH:51][CH2:52][CH2:53]3)=[O:21])=[CH:17][N:16]=2)[N:11]=[CH:10][C:9]=1[C:6]1[CH:5]=[CH:4][N:40]=[C:8]([O:67][CH3:61])[CH:7]=1, predict the reactants needed to synthesize it. The reactants are: C(C1[CH:8]=[CH:7][C:6]([C:9]2[CH:10]=[N:11][N:12]([C:15]3[CH:23]=[CH:22][C:18]([C:19]([OH:21])=O)=[CH:17][N:16]=3)[C:13]=2[OH:14])=[CH:5][CH:4]=1)#N.C(Cl)CCl.C1C=CC2N(O)N=NC=2C=1.CC[N:40](C(C)C)C(C)C.[NH2:47][CH:48]1[CH2:53][CH2:52][N:51](C(OC(C)(C)C)=O)[CH2:50][CH2:49]1.[C:61]([OH:67])(C(F)(F)F)=O. (3) Given the product [CH3:70][C@H:67]1[CH2:68][CH2:69][C@H:64]([C:62]([N:58]([CH:59]([CH3:61])[CH3:60])[C:51]2[CH:50]=[C:49]([C:46]3[CH:47]=[CH:48][C:43]([NH:42][C:6]([C:4]4[N:3]=[CH:2][O:1][CH:5]=4)=[O:8])=[CH:44][CH:45]=3)[S:53][C:52]=2[C:54]([O:56][CH3:57])=[O:55])=[O:63])[CH2:65][CH2:66]1, predict the reactants needed to synthesize it. The reactants are: [O:1]1[CH:5]=[C:4]([C:6]([OH:8])=O)[N:3]=[CH:2]1.CCN(C(C)C)C(C)C.CN(C(ON1N=NC2C=CC=NC1=2)=[N+](C)C)C.F[P-](F)(F)(F)(F)F.[NH2:42][C:43]1[CH:48]=[CH:47][C:46]([C:49]2[S:53][C:52]([C:54]([O:56][CH3:57])=[O:55])=[C:51]([N:58]([C:62]([C@H:64]3[CH2:69][CH2:68][C@H:67]([CH3:70])[CH2:66][CH2:65]3)=[O:63])[CH:59]([CH3:61])[CH3:60])[CH:50]=2)=[CH:45][CH:44]=1. (4) Given the product [Cl:22][C:18]1[CH:17]=[C:16]([C:14]2[O:15][C:6](=[O:23])[C:7]3[CH:12]=[CH:11][N:10]=[CH:9][C:8]=3[CH:13]=2)[CH:21]=[CH:20][N:19]=1, predict the reactants needed to synthesize it. The reactants are: C(N[C:6](=[O:23])[C:7]1[CH:12]=[CH:11][N:10]=[CH:9][C:8]=1[CH2:13][C:14]([C:16]1[CH:21]=[CH:20][N:19]=[C:18]([Cl:22])[CH:17]=1)=[O:15])(C)(C)C. (5) Given the product [N:1]1[CH:6]=[C:5]([C:7]([NH:9][C:10]2([C:13]([NH:15][CH2:16][C:17]3[N:22]=[CH:21][C:20]([NH:23][C:24]4[CH:33]=[CH:32][C:27]([C:28]([OH:30])=[O:29])=[CH:26][C:25]=4[C:34]([F:37])([F:35])[F:36])=[CH:19][CH:18]=3)=[O:14])[CH2:11][CH2:12]2)=[O:8])[CH:4]=[N:3][CH:2]=1, predict the reactants needed to synthesize it. The reactants are: [N:1]1[CH:6]=[C:5]([C:7]([NH:9][C:10]2([C:13]([NH:15][CH2:16][C:17]3[N:22]=[CH:21][C:20]([NH:23][C:24]4[CH:33]=[CH:32][C:27]([C:28]([O:30]C)=[O:29])=[CH:26][C:25]=4[C:34]([F:37])([F:36])[F:35])=[CH:19][CH:18]=3)=[O:14])[CH2:12][CH2:11]2)=[O:8])[CH:4]=[N:3][CH:2]=1.C(O)C.Cl.